This data is from Retrosynthesis with 50K atom-mapped reactions and 10 reaction types from USPTO. The task is: Predict the reactants needed to synthesize the given product. Given the product COc1cc2ccccc2cc1C(=O)Nc1cccc(S(=O)(=O)C(F)(F)F)c1, predict the reactants needed to synthesize it. The reactants are: COc1cc2ccccc2cc1C(=O)O.Nc1cccc(S(=O)(=O)C(F)(F)F)c1.